Regression. Given a peptide amino acid sequence and an MHC pseudo amino acid sequence, predict their binding affinity value. This is MHC class I binding data. From a dataset of Peptide-MHC class I binding affinity with 185,985 pairs from IEDB/IMGT. (1) The peptide sequence is KPKALSEAF. The MHC is HLA-A03:01 with pseudo-sequence HLA-A03:01. The binding affinity (normalized) is 0.0847. (2) The peptide sequence is KLNWASQIY. The MHC is HLA-A68:02 with pseudo-sequence HLA-A68:02. The binding affinity (normalized) is 0. (3) The peptide sequence is LPLTSLVITY. The MHC is HLA-B53:01 with pseudo-sequence HLA-B53:01. The binding affinity (normalized) is 0.765. (4) The peptide sequence is YPFYVSPTEM. The MHC is HLA-B35:01 with pseudo-sequence HLA-B35:01. The binding affinity (normalized) is 0.830. (5) The peptide sequence is GPLKLFMAL. The MHC is HLA-B53:01 with pseudo-sequence HLA-B53:01. The binding affinity (normalized) is 0.360. (6) The peptide sequence is FLEEMLRTRV. The MHC is HLA-A02:17 with pseudo-sequence HLA-A02:17. The binding affinity (normalized) is 0.545.